Task: Predict the product of the given reaction.. Dataset: Forward reaction prediction with 1.9M reactions from USPTO patents (1976-2016) (1) Given the reactants [Br:1][C:2]1[CH:3]=[C:4]2[C:9](=[CH:10][C:11]=1[F:12])[CH:8]1[CH2:13][CH:6]([CH2:7]1)[C:5]2=[O:14].F[B-](F)(F)F.C([O+](CC)CC)C.[N+](=[CH:29][C:30]([O:32][CH2:33][CH3:34])=[O:31])=[N-], predict the reaction product. The product is: [Br:1][C:2]1[C:11]([F:12])=[CH:10][C:9]2[CH:8]3[CH2:7][CH:6]([CH2:13]3)[C:5](=[O:14])[CH:29]([C:30]([O:32][CH2:33][CH3:34])=[O:31])[C:4]=2[CH:3]=1. (2) Given the reactants [CH3:1][N:2]([CH2:4][C@@:5]12[CH2:17][CH2:16][CH2:15][N:6]1[C@@H](C(Cl)(Cl)Cl)[O:8][C:9]2=O)[CH3:3].[NH3:18], predict the reaction product. The product is: [CH3:1][N:2]([CH2:4][C@@:5]1([C:9]([NH2:18])=[O:8])[CH2:17][CH2:16][CH2:15][NH:6]1)[CH3:3]. (3) The product is: [O:25]1[CH:20]=[CH:21][C:22]([CH2:23][CH:18]=[CH:17][NH:6][C:5]2[CH:7]=[CH:8][C:9]([C:10]3[O:14][CH:13]=[N:12][CH:11]=3)=[C:3]([O:2][CH3:1])[CH:4]=2)=[CH:24]1. Given the reactants [CH3:1][O:2][C:3]1[CH:4]=[C:5]([CH:7]=[CH:8][C:9]=1[C:10]1[O:14][CH:13]=[N:12][CH:11]=1)[NH2:6].S1C2[CH:20]=[CH:21][C:22]([CH:24]=[O:25])=[CH:23][C:18]=2[CH:17]=C1, predict the reaction product. (4) Given the reactants [N:1]1[CH:6]=[CH:5][CH:4]=[C:3]([N:7]2[CH2:11][CH2:10][NH:9][C:8]2=[O:12])[CH:2]=1.Br[C:14]1[CH:15]=[C:16]2[C:21](=[CH:22][CH:23]=1)[N:20]([CH2:24][CH3:25])[C:19](=[O:26])[CH2:18][CH2:17]2.N[C@@H]1CCCC[C@H]1N.C(=O)([O-])[O-].[K+].[K+], predict the reaction product. The product is: [CH2:24]([N:20]1[C:21]2[C:16](=[CH:15][C:14]([N:9]3[CH2:10][CH2:11][N:7]([C:3]4[CH:2]=[N:1][CH:6]=[CH:5][CH:4]=4)[C:8]3=[O:12])=[CH:23][CH:22]=2)[CH2:17][CH2:18][C:19]1=[O:26])[CH3:25]. (5) Given the reactants Cl[C:2]1[N:7]=[C:6]([Cl:8])[C:5]([C:9]([F:12])([F:11])[F:10])=[CH:4][N:3]=1.ClCCCl.CC(O)(C)C.[NH2:22][C:23]1[CH:28]=[CH:27][C:26]([CH:29]2[CH2:33][CH2:32][N:31]([C:34]([O:36][C:37]([CH3:40])([CH3:39])[CH3:38])=[O:35])[CH2:30]2)=[CH:25][CH:24]=1.CCN(CC)CC, predict the reaction product. The product is: [Cl:8][C:6]1[C:5]([C:9]([F:12])([F:11])[F:10])=[CH:4][N:3]=[C:2]([NH:22][C:23]2[CH:24]=[CH:25][C:26]([CH:29]3[CH2:33][CH2:32][N:31]([C:34]([O:36][C:37]([CH3:40])([CH3:39])[CH3:38])=[O:35])[CH2:30]3)=[CH:27][CH:28]=2)[N:7]=1. (6) Given the reactants Cl.[F:2][C:3]1[CH:21]=[CH:20][C:6]2[NH:7][C:8]3[S:9][C:10]4[CH:19]=[CH:18][CH:17]=[CH:16][C:11]=4[C:12]=3[C:13]([NH2:15])=[N:14][C:5]=2[CH:4]=1.[CH3:22][O:23][CH2:24][CH2:25][C@H:26]1[CH2:31]N[CH2:29][CH2:28][NH:27]1, predict the reaction product. The product is: [F:2][C:3]1[CH:21]=[CH:20][C:6]2[NH:7][C:8]3[S:9][C:10]4[CH:19]=[CH:18][CH:17]=[CH:16][C:11]=4[C:12]=3[C:13]([N:15]3[CH2:29][CH2:28][NH:27][C@@H:26]([CH2:25][CH2:24][O:23][CH3:22])[CH2:31]3)=[N:14][C:5]=2[CH:4]=1. (7) Given the reactants [O:1]=[C:2]1[CH:11]=[CH:10][C:9]2[CH2:8][CH2:7][C:6](=[O:12])[N:5]3[CH2:13][CH:14]([CH2:15][N:16]4[CH2:21][CH2:20][CH:19]([NH:22][C:23](=[O:29])[O:24][C:25]([CH3:28])([CH3:27])[CH3:26])[CH2:18][CH2:17]4)[N:3]1[C:4]=23.C(C1C(=O)C(Cl)=C(Cl)C(=O)C=1C#N)#N.C(=O)([O-])[O-].[K+].[K+], predict the reaction product. The product is: [O:12]=[C:6]1[CH:7]=[CH:8][C:9]2[CH:10]=[CH:11][C:2](=[O:1])[N:3]3[CH:14]([CH2:15][N:16]4[CH2:17][CH2:18][CH:19]([NH:22][C:23](=[O:29])[O:24][C:25]([CH3:27])([CH3:26])[CH3:28])[CH2:20][CH2:21]4)[CH2:13][N:5]1[C:4]=23. (8) Given the reactants [F:1][C:2]1[C:7]([OH:8])=[CH:6][CH:5]=[CH:4][N:3]=1.C(=O)([O-])[O-].[K+].[K+].[I:15]I.S([O-])([O-])(=O)=S.[Na+].[Na+], predict the reaction product. The product is: [F:1][C:2]1[C:7]([OH:8])=[CH:6][CH:5]=[C:4]([I:15])[N:3]=1. (9) Given the reactants [CH3:1][O:2][C:3]1[CH:4]=[C:5]([CH:9]=[C:10]([N+:12]([O-:14])=[O:13])[CH:11]=1)[C:6]([OH:8])=O.C(Cl)(=O)C(Cl)=O.Cl.[CH2:22]([O:24][NH2:25])[CH3:23].C(N(CC)CC)C, predict the reaction product. The product is: [CH2:22]([O:24][NH:25][C:6](=[O:8])[C:5]1[CH:9]=[C:10]([N+:12]([O-:14])=[O:13])[CH:11]=[C:3]([O:2][CH3:1])[CH:4]=1)[CH3:23]. (10) Given the reactants P(Br)(Br)[Br:2].O[CH2:6][C:7]1[CH:12]=[CH:11][C:10]([CH2:13][CH2:14][NH:15][C:16]([C:18]2[CH:23]=[CH:22][C:21]([C:24]3[CH:29]=[CH:28][C:27]([Cl:30])=[CH:26][CH:25]=3)=[CH:20][CH:19]=2)=[O:17])=[CH:9][CH:8]=1, predict the reaction product. The product is: [Br:2][CH2:6][C:7]1[CH:12]=[CH:11][C:10]([CH2:13][CH2:14][NH:15][C:16]([C:18]2[CH:23]=[CH:22][C:21]([C:24]3[CH:29]=[CH:28][C:27]([Cl:30])=[CH:26][CH:25]=3)=[CH:20][CH:19]=2)=[O:17])=[CH:9][CH:8]=1.